Dataset: Full USPTO retrosynthesis dataset with 1.9M reactions from patents (1976-2016). Task: Predict the reactants needed to synthesize the given product. Given the product [CH3:17][O:16][C:14]1[CH:13]=[C:12]([C:18]([C@@H:20]2[C@:29]3([CH3:30])[C@H:24]([C:25]([CH3:31])([CH3:32])[CH2:26][CH2:27][CH2:28]3)[CH2:23][C@@H:22]([CH2:33][NH:34][C:1](=[O:3])[CH3:2])[C@H:21]2[CH3:35])=[O:19])[CH:11]=[C:10]([O:9][CH3:8])[CH:15]=1, predict the reactants needed to synthesize it. The reactants are: [C:1](OC(=O)C)(=[O:3])[CH3:2].[CH3:8][O:9][C:10]1[CH:11]=[C:12]([C:18]([C@@H:20]2[C@:29]3([CH3:30])[C@H:24]([C:25]([CH3:32])([CH3:31])[CH2:26][CH2:27][CH2:28]3)[CH2:23][CH:22]([CH2:33][NH2:34])[C@H:21]2[CH3:35])=[O:19])[CH:13]=[C:14]([O:16][CH3:17])[CH:15]=1.C([O-])(O)=O.[Na+].